From a dataset of Forward reaction prediction with 1.9M reactions from USPTO patents (1976-2016). Predict the product of the given reaction. (1) Given the reactants [CH3:1][O:2][C:3]1[C:4]2[N:5]([N:19]=[C:20]([C:22]3([C:25]([OH:27])=[O:26])[CH2:24][CH2:23]3)[N:21]=2)[C:6]([C:9]2[CH:10]=[C:11]3[C:15](=[CH:16][CH:17]=2)[C:14](=[O:18])[O:13][CH2:12]3)=[CH:7][CH:8]=1.[C:28](Br)([CH3:31])([CH3:30])[CH3:29].C([O-])([O-])=O.[K+].[K+], predict the reaction product. The product is: [CH3:1][O:2][C:3]1[C:4]2[N:5]([N:19]=[C:20]([C:22]3([C:25]([O:27][C:28]([CH3:31])([CH3:30])[CH3:29])=[O:26])[CH2:23][CH2:24]3)[N:21]=2)[C:6]([C:9]2[CH:10]=[C:11]3[C:15](=[CH:16][CH:17]=2)[C:14](=[O:18])[O:13][CH2:12]3)=[CH:7][CH:8]=1. (2) The product is: [CH3:20][O:19][C:3]1[C:2]([CH:29]=[O:30])=[CH:10][CH:9]=[C:8]2[C:4]=1[CH:5]=[N:6][N:7]2[CH2:11][O:12][CH2:13][CH2:14][Si:15]([CH3:18])([CH3:17])[CH3:16]. Given the reactants Br[C:2]1[C:3]([O:19][CH3:20])=[C:4]2[C:8](=[CH:9][CH:10]=1)[N:7]([CH2:11][O:12][CH2:13][CH2:14][Si:15]([CH3:18])([CH3:17])[CH3:16])[N:6]=[CH:5]2.C([Li])CCC.CN([CH:29]=[O:30])C, predict the reaction product. (3) Given the reactants CC1(C)C(C)(C)OB([C:9]2[NH:17][C:16]3[CH2:15][CH2:14][NH:13][C:12](=[O:18])[C:11]=3[CH:10]=2)O1.[C:20]([NH:24][C:25]1[N:30]=[C:29]2[C:31](Cl)=[N:32][CH:33]=[CH:34][C:28]2=[N:27][C:26]=1[CH3:36])([CH3:23])([CH3:22])[CH3:21].O.CC(C1C=C(C(C)C)C(C2C=CC=CC=2P(C2CCCCC2)C2CCCCC2)=C(C(C)C)C=1)C, predict the reaction product. The product is: [C:20]([NH:24][C:25]1[N:30]=[C:29]2[C:31]([C:9]3[NH:17][C:16]4[CH2:15][CH2:14][NH:13][C:12](=[O:18])[C:11]=4[CH:10]=3)=[N:32][CH:33]=[CH:34][C:28]2=[N:27][C:26]=1[CH3:36])([CH3:23])([CH3:22])[CH3:21]. (4) Given the reactants CC([O:4][C:5]1[CH:10]=[CH:9][C:8]([N:11]2[C:16](=[O:17])[C:15]([CH2:18][C:19]3[CH:24]=[CH:23][C:22]([C:25]4[C:26]([C:31]#[N:32])=[CH:27][CH:28]=[CH:29][CH:30]=4)=[CH:21][CH:20]=3)=[C:14]([CH2:33][CH2:34][CH3:35])[N:13]3[N:36]=[CH:37][N:38]=[C:12]23)=[CH:7][CH:6]=1)C, predict the reaction product. The product is: [OH:4][C:5]1[CH:10]=[CH:9][C:8]([N:11]2[C:16](=[O:17])[C:15]([CH2:18][C:19]3[CH:24]=[CH:23][C:22]([C:25]4[C:26]([C:31]#[N:32])=[CH:27][CH:28]=[CH:29][CH:30]=4)=[CH:21][CH:20]=3)=[C:14]([CH2:33][CH2:34][CH3:35])[N:13]3[N:36]=[CH:37][N:38]=[C:12]23)=[CH:7][CH:6]=1. (5) Given the reactants [Cl-].O[NH3+:3].[C:4](=[O:7])([O-])[OH:5].[Na+].CS(C)=O.[CH3:13][O:14][C:15]1[CH:16]=[C:17]([C:23](=[O:53])[CH2:24][N:25]2[C:30](=[O:31])[C:29]3[CH:32]=[C:33]([CH2:35][CH3:36])[S:34][C:28]=3[N:27]([CH2:37][C:38]3[CH:43]=[CH:42][C:41]([C:44]4[C:45]([C:50]#[N:51])=[CH:46][CH:47]=[CH:48][CH:49]=4)=[CH:40][CH:39]=3)[C:26]2=[O:52])[CH:18]=[CH:19][C:20]=1[O:21][CH3:22], predict the reaction product. The product is: [CH3:13][O:14][C:15]1[CH:16]=[C:17]([C:23](=[O:53])[CH2:24][N:25]2[C:30](=[O:31])[C:29]3[CH:32]=[C:33]([CH2:35][CH3:36])[S:34][C:28]=3[N:27]([CH2:37][C:38]3[CH:43]=[CH:42][C:41]([C:44]4[CH:49]=[CH:48][CH:47]=[CH:46][C:45]=4[C:50]4[NH:3][C:4](=[O:7])[O:5][N:51]=4)=[CH:40][CH:39]=3)[C:26]2=[O:52])[CH:18]=[CH:19][C:20]=1[O:21][CH3:22].